This data is from Full USPTO retrosynthesis dataset with 1.9M reactions from patents (1976-2016). The task is: Predict the reactants needed to synthesize the given product. (1) Given the product [CH2:10]([N:17]1[CH2:22][CH2:21][N:20]([CH2:23][C:24]2[CH:29]=[CH:28][CH:27]=[CH:26][CH:25]=2)[CH2:19][C@@H:18]1[CH2:30][CH2:31][C:52]1[CH:57]=[CH:56][CH:55]=[CH:54][N:53]=1)[C:11]1[CH:12]=[CH:13][CH:14]=[CH:15][CH:16]=1, predict the reactants needed to synthesize it. The reactants are: C12BC(CCC1)CCC2.[CH2:10]([N:17]1[CH2:22][CH2:21][N:20]([CH2:23][C:24]2[CH:29]=[CH:28][CH:27]=[CH:26][CH:25]=2)[CH2:19][C@@H:18]1[CH:30]=[CH2:31])[C:11]1[CH:16]=[CH:15][CH:14]=[CH:13][CH:12]=1.C1(P(C2C=CC=CC=2)C2C=CC=CC=2)C=CC=CC=1.Br[C:52]1[CH:57]=[CH:56][CH:55]=[CH:54][N:53]=1.[OH-].[Na+]. (2) Given the product [Br:8][CH:9]([CH3:13])[C:10]([C:18]1[CH:19]=[CH:20][C:15]([Cl:14])=[CH:16][CH:17]=1)=[O:11], predict the reactants needed to synthesize it. The reactants are: ClCCl.[Cl-].[Al+3].[Cl-].[Cl-].[Br:8][CH:9]([CH3:13])[C:10](Br)=[O:11].[Cl:14][C:15]1[CH:20]=[CH:19][CH:18]=[CH:17][CH:16]=1. (3) Given the product [CH3:7][O:8][C:9]1[CH:10]=[CH:11][C:12]([C:15]2[C:23]3[C:22]([O:24][CH:25]4[CH2:30][CH2:29][CH2:28][N:27]([CH2:2][CH2:3][CH2:4][C:5]#[N:6])[CH2:26]4)=[N:21][CH:20]=[N:19][C:18]=3[O:17][C:16]=2[C:31]2[CH:36]=[CH:35][CH:34]=[CH:33][CH:32]=2)=[CH:13][CH:14]=1, predict the reactants needed to synthesize it. The reactants are: Br[CH2:2][CH2:3][CH2:4][C:5]#[N:6].[CH3:7][O:8][C:9]1[CH:14]=[CH:13][C:12]([C:15]2[C:23]3[C:22]([O:24][CH:25]4[CH2:30][CH2:29][CH2:28][NH:27][CH2:26]4)=[N:21][CH:20]=[N:19][C:18]=3[O:17][C:16]=2[C:31]2[CH:36]=[CH:35][CH:34]=[CH:33][CH:32]=2)=[CH:11][CH:10]=1.C(N(C(C)C)CC)(C)C.[I-].[K+]. (4) Given the product [NH2:19][C:15]1[N:14]=[CH:13][N:12]=[C:11]2[C:16]=1[N:17]=[CH:18][N:10]2[C@H:9]1[C@@H:4]2[O:3][C:2]([CH3:1])([CH3:23])[O:6][C@@H:5]2[C@@H:7]([CH2:20][N:21]([CH3:22])[CH2:37][CH2:36][CH2:35][N:26]2[C:27](=[O:34])[C:28]3[C:33](=[CH:32][CH:31]=[CH:30][CH:29]=3)[C:25]2=[O:24])[O:8]1, predict the reactants needed to synthesize it. The reactants are: [CH3:1][C:2]1([CH3:23])[O:6][C@@H:5]2[C@@H:7]([CH2:20][NH:21][CH3:22])[O:8][C@@H:9]([N:10]3[CH:18]=[N:17][C:16]4[C:11]3=[N:12][CH:13]=[N:14][C:15]=4[NH2:19])[C@@H:4]2[O:3]1.[O:24]=[C:25]1[C:33]2[C:28](=[CH:29][CH:30]=[CH:31][CH:32]=2)[C:27](=[O:34])[N:26]1[CH2:35][CH2:36][CH:37]=O.[BH-](OC(C)=O)(OC(C)=O)OC(C)=O.[Na+].C([O-])(O)=O.[Na+]. (5) Given the product [C:4]1([CH:1]=[CH:2][C:10]([C:4]2[CH:9]=[CH:8][CH:7]=[CH:6][CH:5]=2)=[O:11])[CH:9]=[CH:8][CH:7]=[CH:6][CH:5]=1, predict the reactants needed to synthesize it. The reactants are: [C:1]([C:4]1[CH:9]=[CH:8][CH:7]=[CH:6][CH:5]=1)(=O)[CH3:2].[CH3:10][O-:11].[Na+].